Dataset: Reaction yield outcomes from USPTO patents with 853,638 reactions. Task: Predict the reaction yield, written as a fraction of the theoretical maximum amount of product (1.0 means a 100% yield; for example, 0.34 means a 34% yield). (1) The reactants are C[O:2][C:3]([C:5]1[C:10](Cl)=[CH:9][C:8](=[O:12])[N:7]([C:13]2[CH:18]=[CH:17][CH:16]=[CH:15][CH:14]=2)[N:6]=1)=[O:4].[Br:19][C:20]1[CH:26]=[CH:25][C:23]([NH2:24])=[C:22]([F:27])[CH:21]=1.C(=O)([O-])[O-].[Cs+].[Cs+].O. The catalyst is ClC1C=CC=CC=1Cl.CCOC(C)=O. The product is [Br:19][C:20]1[CH:26]=[CH:25][C:23]([NH:24][C:10]2[C:5]([C:3]([OH:2])=[O:4])=[N:6][N:7]([C:13]3[CH:18]=[CH:17][CH:16]=[CH:15][CH:14]=3)[C:8](=[O:12])[CH:9]=2)=[C:22]([F:27])[CH:21]=1. The yield is 0.430. (2) The reactants are I[C:2]1[CH:3]=[C:4]([C:20]([NH:22][CH2:23][C:24]2[O:28][N:27]=[C:26]([CH2:29][CH2:30][CH2:31][O:32]C(=O)C)[CH:25]=2)=[O:21])[C:5](=[O:19])[N:6]([C:9]2[CH:14]=[CH:13][CH:12]=[C:11]([C:15]([F:18])([F:17])[F:16])[CH:10]=2)[C:7]=1[CH3:8].[CH3:36][N:37]1[C:41]([Sn](C)(C)C)=[CH:40][CH:39]=[N:38]1. No catalyst specified. The product is [OH:32][CH2:31][CH2:30][CH2:29][C:26]1[CH:25]=[C:24]([CH2:23][NH:22][C:20]([C:4]2[C:5](=[O:19])[N:6]([C:9]3[CH:14]=[CH:13][CH:12]=[C:11]([C:15]([F:18])([F:17])[F:16])[CH:10]=3)[C:7]([CH3:8])=[C:2]([C:41]3[N:37]([CH3:36])[N:38]=[CH:39][CH:40]=3)[CH:3]=2)=[O:21])[O:28][N:27]=1. The yield is 0.410. (3) The reactants are [CH3:1][C:2]1([CH3:23])[O:7][C:6]2[CH:8]=[CH:9][C:10]([C:12]3[CH:13]=[C:14]([CH:20]=[CH:21][CH:22]=3)[C:15]([N:17]([CH3:19])[CH3:18])=O)=[N:11][C:5]=2[NH:4][CH2:3]1.S(C)C.CO. The catalyst is C1COCC1. The product is [CH3:1][C:2]1([CH3:23])[O:7][C:6]2[CH:8]=[CH:9][C:10]([C:12]3[CH:13]=[C:14]([CH2:15][N:17]([CH3:18])[CH3:19])[CH:20]=[CH:21][CH:22]=3)=[N:11][C:5]=2[NH:4][CH2:3]1. The yield is 0.430. (4) The reactants are [N:1]1([CH2:10][CH2:11][CH2:12][CH2:13][CH2:14][CH2:15][CH2:16][CH2:17][NH2:18])[C:9]2[C:4](=[CH:5][CH:6]=[CH:7][CH:8]=2)[CH:3]=[CH:2]1.[Cl:19][C:20]1[CH:21]=[C:22]([C:26]2[CH:27]=[C:28]([CH:32]=[C:33]([C:39]3[CH:44]=[CH:43][CH:42]=[C:41]([Cl:45])[CH:40]=3)[C:34]=2[O:35][CH2:36][CH2:37]O)[C:29](O)=[O:30])[CH:23]=[CH:24][CH:25]=1.CCN(CC)CC.C1C=CC2N([OH:62])N=NC=2C=1.C1CCC(N=C=NC2CCCCC2)CC1. The catalyst is C(Cl)Cl. The product is [Cl:45][C:41]1[CH:40]=[C:39]([C:33]2[CH:32]=[C:28]([C:29](=[O:30])[NH:18][CH2:17][CH2:16][CH2:15][CH2:14][CH2:13][CH2:12][CH2:11][CH2:10][N:1]3[C:9]4[C:4](=[CH:5][CH:6]=[CH:7][CH:8]=4)[CH:3]=[CH:2]3)[CH:27]=[C:26]([C:22]3[CH:23]=[CH:24][CH:25]=[C:20]([Cl:19])[CH:21]=3)[C:34]=2[O:35][CH:36]([OH:62])[CH3:37])[CH:44]=[CH:43][CH:42]=1. The yield is 0.870. (5) The reactants are [BH4-].[Li+].Cl[Si](C)(C)C.[CH3:8][O:9][C:10]1[CH:15]=[C:14]([C:16]([F:19])([F:18])[F:17])[CH:13]=[CH:12][C:11]=1/[CH:20]=[CH:21]/[N+:22]([O-])=O. The catalyst is C1COCC1. The product is [CH3:8][O:9][C:10]1[CH:15]=[C:14]([C:16]([F:17])([F:19])[F:18])[CH:13]=[CH:12][C:11]=1[CH2:20][CH2:21][NH2:22]. The yield is 0.954. (6) The reactants are COC1OCC(COC2C=CN=C(C[S:18]([C:20]3[NH:24][C:23]4[CH:25]=[CH:26][CH:27]=[CH:28][C:22]=4[N:21]=3)=[O:19])C=2C)CO1.[Na:30].COC1OCC(COC2C=CN=C(CS(C3NC4C=CC=CC=4N=3)=O)C=2C)CO1.[CH3:60][C:61]1([CH3:79])[O:66][CH2:65][CH:64]([CH2:67][O:68][C:69]2[CH:74]=[CH:73][N:72]=[C:71]([CH2:75]O)[C:70]=2[CH2:77][CH3:78])[CH2:63][O:62]1. No catalyst specified. The product is [Na:30].[CH3:60][C:61]1([CH3:79])[O:66][CH2:65][CH:64]([CH2:67][O:68][C:69]2[CH:74]=[CH:73][N:72]=[C:71]([CH2:75][S:18]([C:20]3[NH:21][C:22]4[CH:28]=[CH:27][CH:26]=[CH:25][C:23]=4[N:24]=3)=[O:19])[C:70]=2[CH2:77][CH3:78])[CH2:63][O:62]1. The yield is 0.250.